From a dataset of Catalyst prediction with 721,799 reactions and 888 catalyst types from USPTO. Predict which catalyst facilitates the given reaction. (1) Reactant: [Cl:1][C:2]1[C:3]([Cl:25])=[CH:4][C:5]2[N:11]3[CH2:12][CH2:13][N:14]([C:16]([O:18][C:19]([CH3:22])([CH3:21])[CH3:20])=[O:17])[CH2:15][CH:10]3[CH2:9][C:8](=O)[NH:7][C:6]=2[CH:24]=1.B.CO. Product: [Cl:1][C:2]1[C:3]([Cl:25])=[CH:4][C:5]2[N:11]3[CH2:12][CH2:13][N:14]([C:16]([O:18][C:19]([CH3:20])([CH3:21])[CH3:22])=[O:17])[CH2:15][CH:10]3[CH2:9][CH2:8][NH:7][C:6]=2[CH:24]=1. The catalyst class is: 7. (2) Reactant: [CH2:1]([O:4][C:5]([N:7]([CH2:17][CH:18]1[CH2:23][CH2:22][N:21](C(OC(C)(C)C)=O)[CH2:20][CH2:19]1)[C@@H:8]1[CH2:10][C@H:9]1[C:11]1[CH:16]=[CH:15][CH:14]=[CH:13][CH:12]=1)=[O:6])[CH:2]=[CH2:3].Cl. Product: [CH2:1]([O:4][C:5](=[O:6])[N:7]([C@@H:8]1[CH2:10][C@H:9]1[C:11]1[CH:12]=[CH:13][CH:14]=[CH:15][CH:16]=1)[CH2:17][CH:18]1[CH2:19][CH2:20][NH:21][CH2:22][CH2:23]1)[CH:2]=[CH2:3]. The catalyst class is: 135.